Dataset: Full USPTO retrosynthesis dataset with 1.9M reactions from patents (1976-2016). Task: Predict the reactants needed to synthesize the given product. (1) Given the product [NH:3]1[CH2:4][CH2:5][N:1]=[C:2]1[CH2:6][N:7]1[C:15]2[C:10](=[CH:11][CH:12]=[CH:13][CH:14]=2)[C:9]([S:21]([OH:23])(=[O:22])=[O:20])=[CH:8]1, predict the reactants needed to synthesize it. The reactants are: [NH:1]1[CH2:5][CH2:4][N:3]=[C:2]1[CH2:6][N:7]1[C:15]2[C:10](=[CH:11][CH:12]=[CH:13][CH:14]=2)[CH:9]=[CH:8]1.C[Si]([O:20][S:21](Cl)(=[O:23])=[O:22])(C)C.CO. (2) Given the product [C:11]([C:9]1[CH:8]=[CH:7][C:5]2[N:6]=[C:2]([NH:1][C:16]([NH:15][CH2:13][CH3:14])=[O:17])[S:3][C:4]=2[CH:10]=1)#[N:12], predict the reactants needed to synthesize it. The reactants are: [NH2:1][C:2]1[S:3][C:4]2[CH:10]=[C:9]([C:11]#[N:12])[CH:8]=[CH:7][C:5]=2[N:6]=1.[CH2:13]([N:15]=[C:16]=[O:17])[CH3:14].C(N(CC)CC)C.